From a dataset of hERG Central: cardiac toxicity at 1µM, 10µM, and general inhibition. Predict hERG channel inhibition at various concentrations. (1) The molecule is COc1ccc(CNCc2cc(C)c(OC)cc2C)c(OC)c1.O=C(O)C(=O)O. Results: hERG_inhib (hERG inhibition (general)): blocker. (2) The compound is Cc1ccc(S(=O)(=O)/C(C#N)=C/c2c(N3CCN(C)CC3)nc3ccccn3c2=O)cc1. Results: hERG_inhib (hERG inhibition (general)): blocker. (3) The molecule is COc1cc(OC)c2ccc(=O)oc2c1C(CCN1CCCC1)c1ccc2c(c1)OCO2. Results: hERG_inhib (hERG inhibition (general)): blocker. (4) The drug is Cc1ccc(C(=O)NNC(=O)CSc2nnc(-c3ccncc3)n2-c2ccc(C)cc2)cc1. Results: hERG_inhib (hERG inhibition (general)): blocker.